This data is from Forward reaction prediction with 1.9M reactions from USPTO patents (1976-2016). The task is: Predict the product of the given reaction. (1) Given the reactants [C:1]([O:5][C:6]([NH:8][C@H:9]([CH2:29][C:30]1[CH:35]=[C:34]([F:36])[C:33]([F:37])=[CH:32][C:31]=1[F:38])[CH2:10][C:11]([N:13]1[CH2:18][CH2:17][N:16]2[C:19]([C:25]([F:28])([F:27])[F:26])=[N:20][C:21]([C:22]([OH:24])=O)=[C:15]2[CH2:14]1)=[O:12])=[O:7])([CH3:4])([CH3:3])[CH3:2].Cl.[CH2:40]([NH2:44])[CH2:41][CH2:42][CH3:43].O=C1N(P(Cl)(N2CCOC2=O)=O)CCO1.C(N(CC)CC)C, predict the reaction product. The product is: [C:1]([O:5][C:6](=[O:7])[NH:8][C@H:9]([CH2:29][C:30]1[CH:35]=[C:34]([F:36])[C:33]([F:37])=[CH:32][C:31]=1[F:38])[CH2:10][C:11]([N:13]1[CH2:18][CH2:17][N:16]2[C:19]([C:25]([F:26])([F:27])[F:28])=[N:20][C:21]([C:22](=[O:24])[NH:44][CH2:40][CH2:41][CH2:42][CH3:43])=[C:15]2[CH2:14]1)=[O:12])([CH3:2])([CH3:4])[CH3:3]. (2) Given the reactants [F:1][CH:2]([F:13])[C:3]1[CH:12]=[CH:11][C:6]([C:7]([O:9]C)=[O:8])=[CH:5][CH:4]=1.[OH-].[K+], predict the reaction product. The product is: [F:1][CH:2]([F:13])[C:3]1[CH:4]=[CH:5][C:6]([C:7]([OH:9])=[O:8])=[CH:11][CH:12]=1. (3) Given the reactants [Cl:1][C:2]1[N:7]=[CH:6][C:5]([OH:8])=[CH:4][CH:3]=1.CC(C)([O-])C.[K+].F[C:16]1[CH:25]=[C:24]([F:26])[CH:23]=[CH:22][C:17]=1[C:18]([O:20][CH3:21])=[O:19], predict the reaction product. The product is: [Cl:1][C:2]1[N:7]=[CH:6][C:5]([O:8][C:16]2[CH:25]=[C:24]([F:26])[CH:23]=[CH:22][C:17]=2[C:18]([O:20][CH3:21])=[O:19])=[CH:4][CH:3]=1. (4) Given the reactants [Cl:1][C:2]1[CH:3]=[C:4]([C:11]2[CH:16]=[CH:15][CH:14]=[CH:13][CH:12]=2)[CH:5]=[CH:6][C:7]=1[C:8](O)=[O:9].S(Cl)([Cl:19])=O.CN1CCCC1=O, predict the reaction product. The product is: [Cl:1][C:2]1[CH:3]=[C:4]([C:11]2[CH:16]=[CH:15][CH:14]=[CH:13][CH:12]=2)[CH:5]=[CH:6][C:7]=1[C:8]([Cl:19])=[O:9]. (5) The product is: [CH2:17]([C:16]1[N:26]([C:29]2[CH:34]=[CH:33][CH:32]=[CH:31][C:30]=2[F:35])[N:27]=[N:28][C:15]=1[C:14]([O:13][CH3:12])=[O:25])[C:18]1[CH:23]=[CH:22][CH:21]=[CH:20][CH:19]=1. Given the reactants C1CCN2C(=NCCC2)CC1.[CH3:12][O:13][C:14](=[O:25])[CH2:15][C:16](=O)[CH2:17][C:18]1[CH:23]=[CH:22][CH:21]=[CH:20][CH:19]=1.[N:26]([C:29]1[CH:34]=[CH:33][CH:32]=[CH:31][C:30]=1[F:35])=[N+:27]=[N-:28].O, predict the reaction product. (6) Given the reactants [NH:1]([C:3]1[CH:12]=[CH:11][C:6]([C:7]([O:9][CH3:10])=[O:8])=[CH:5][CH:4]=1)[NH2:2].[CH3:13][C:14]([O:17][C:18](O[C:18]([O:17][C:14]([CH3:16])([CH3:15])[CH3:13])=[O:19])=[O:19])([CH3:16])[CH3:15], predict the reaction product. The product is: [CH3:10][O:9][C:7]([C:6]1[CH:5]=[CH:4][C:3]([NH:1][NH:2][C:18]([O:17][C:14]([CH3:16])([CH3:15])[CH3:13])=[O:19])=[CH:12][CH:11]=1)=[O:8]. (7) Given the reactants C(OC([N:8]1[CH2:13][CH2:12][N:11]([C:14]([C:16]2[N:20]3[N:21]=[CH:22][C:23]([C:25](=[O:28])[NH:26][CH3:27])=[CH:24][C:19]3=[C:18]([C:29]3[CH:34]=[CH:33][CH:32]=[CH:31][CH:30]=3)[C:17]=2[CH2:35][C:36]2[CH:41]=[CH:40][CH:39]=[C:38]([F:42])[C:37]=2[CH3:43])=[O:15])[CH2:10][CH2:9]1)=O)(C)(C)C.Cl.O1CCOCC1, predict the reaction product. The product is: [CH3:27][NH:26][C:25]([C:23]1[CH:22]=[N:21][N:20]2[C:16]([C:14]([N:11]3[CH2:10][CH2:9][NH:8][CH2:13][CH2:12]3)=[O:15])=[C:17]([CH2:35][C:36]3[CH:41]=[CH:40][CH:39]=[C:38]([F:42])[C:37]=3[CH3:43])[C:18]([C:29]3[CH:34]=[CH:33][CH:32]=[CH:31][CH:30]=3)=[C:19]2[CH:24]=1)=[O:28]. (8) Given the reactants [NH2:1][C:2]1[N:3]=[N:4][C:5]([I:8])=[CH:6][CH:7]=1.Cl[CH2:10][C:11]([NH:13][C:14](=[O:18])[O:15][CH2:16][CH3:17])=O.P([O-])([O-])(O)=O.[Na+].[Na+].O, predict the reaction product. The product is: [I:8][C:5]1[CH:6]=[CH:7][C:2]2[N:3]([CH:10]=[C:11]([NH:13][C:14](=[O:18])[O:15][CH2:16][CH3:17])[N:1]=2)[N:4]=1. (9) Given the reactants [CH2:1]([N:3]1[C:7]([NH:8][CH:9]([CH3:11])[CH3:10])=[CH:6][CH:5]=[N:4]1)[CH3:2].C(N(CC)C(C)C)(C)C.[Cl:21][CH2:22][C:23](Cl)=[O:24].O, predict the reaction product. The product is: [Cl:21][CH2:22][C:23]([N:8]([C:7]1[N:3]([CH2:1][CH3:2])[N:4]=[CH:5][CH:6]=1)[CH:9]([CH3:10])[CH3:11])=[O:24].